This data is from Peptide-MHC class II binding affinity with 134,281 pairs from IEDB. The task is: Regression. Given a peptide amino acid sequence and an MHC pseudo amino acid sequence, predict their binding affinity value. This is MHC class II binding data. The peptide sequence is KLRFTCLSSTGSSCL. The MHC is DRB1_0701 with pseudo-sequence DRB1_0701. The binding affinity (normalized) is 0.709.